From a dataset of Full USPTO retrosynthesis dataset with 1.9M reactions from patents (1976-2016). Predict the reactants needed to synthesize the given product. (1) Given the product [CH3:16][S:17]([O:15][C:12]1[CH:11]=[CH:10][C:9]([O:8][CH2:1][C:2]2[CH:3]=[CH:4][CH:5]=[CH:6][CH:7]=2)=[CH:14][CH:13]=1)(=[O:19])=[O:18], predict the reactants needed to synthesize it. The reactants are: [CH2:1]([O:8][C:9]1[CH:14]=[CH:13][C:12]([OH:15])=[CH:11][CH:10]=1)[C:2]1[CH:7]=[CH:6][CH:5]=[CH:4][CH:3]=1.[CH3:16][S:17](Cl)(=[O:19])=[O:18]. (2) Given the product [F:1][C:2]1[C:3]([CH3:22])=[CH:4][C:5]([C:9]2[C:18]3[C:13](=[CH:14][CH:15]=[C:16]([CH:19]([CH3:20])[CH3:21])[CH:17]=3)[CH:12]=[CH:11][N:10]=2)=[CH:6][C:7]=1[CH3:8], predict the reactants needed to synthesize it. The reactants are: [F:1][C:2]1[C:7]([CH3:8])=[CH:6][C:5]([C:9]2[C:18]3[C:13](=[CH:14][CH:15]=[C:16]([CH:19]([CH3:21])[CH3:20])[CH:17]=3)[CH2:12][CH2:11][N:10]=2)=[CH:4][C:3]=1[CH3:22]. (3) Given the product [C:1]1([C:7](=[O:11])[C:8]([NH:16][C:17]2[CH:18]=[C:19]3[C:24](=[CH:25][CH:26]=2)[C:22](=[O:23])[O:21][CH2:20]3)=[O:10])[CH:2]=[CH:3][CH:4]=[CH:5][CH:6]=1, predict the reactants needed to synthesize it. The reactants are: [C:1]1([C:7](=[O:11])[C:8]([OH:10])=O)[CH:6]=[CH:5][CH:4]=[CH:3][CH:2]=1.S(Cl)(Cl)=O.[NH2:16][C:17]1[CH:18]=[C:19]2[C:24](=[CH:25][CH:26]=1)[C:22](=[O:23])[O:21][CH2:20]2. (4) Given the product [O:1]=[C:2]1[N:6]([C@@H:7]([C:9]2[CH:14]=[CH:13][CH:12]=[CH:11][CH:10]=2)[CH3:8])[CH2:5][C@H:4]([C:15]([NH2:21])=[O:17])[CH2:3]1, predict the reactants needed to synthesize it. The reactants are: [O:1]=[C:2]1[N:6]([C@@H:7]([C:9]2[CH:14]=[CH:13][CH:12]=[CH:11][CH:10]=2)[CH3:8])[CH2:5][C@H:4]([C:15]([OH:17])=O)[CH2:3]1.C(C1NC=CN=1)(C1[NH:21]C=CN=1)=O.N.C1COCC1. (5) The reactants are: C([O:5][C:6]([C:8]1[N:16]=[CH:15][N:14]=[C:13]2[C:9]=1[NH:10][C:11](=[O:38])[N:12]2[C:17]1[CH:22]=[C:21]([O:23][CH2:24][C:25]2[C:30]([O:31][CH3:32])=[CH:29][CH:28]=[C:27]([F:33])[C:26]=2[F:34])[C:20]([O:35][CH3:36])=[CH:19][C:18]=1[Cl:37])=O)CCC.[H-].C([Al+]CC(C)C)C(C)C.Cl. Given the product [Cl:37][C:18]1[CH:19]=[C:20]([O:35][CH3:36])[C:21]([O:23][CH2:24][C:25]2[C:30]([O:31][CH3:32])=[CH:29][CH:28]=[C:27]([F:33])[C:26]=2[F:34])=[CH:22][C:17]=1[N:12]1[C:11](=[O:38])[NH:10][C:9]2[C:13]1=[N:14][CH:15]=[N:16][C:8]=2[CH2:6][OH:5], predict the reactants needed to synthesize it.